This data is from Peptide-MHC class II binding affinity with 134,281 pairs from IEDB. The task is: Regression. Given a peptide amino acid sequence and an MHC pseudo amino acid sequence, predict their binding affinity value. This is MHC class II binding data. (1) The peptide sequence is SQTEVKEEGKEELQE. The binding affinity (normalized) is 0. The MHC is DRB1_0901 with pseudo-sequence DRB1_0901. (2) The peptide sequence is RQSGATIADVLAEKE. The MHC is DRB1_1101 with pseudo-sequence DRB1_1101. The binding affinity (normalized) is 0.308. (3) The peptide sequence is FLLSYGEKDFEDYRF. The MHC is DRB1_1501 with pseudo-sequence DRB1_1501. The binding affinity (normalized) is 0.404. (4) The peptide sequence is TVSLPVGADEDDIKA. The MHC is HLA-DPA10103-DPB10201 with pseudo-sequence HLA-DPA10103-DPB10201. The binding affinity (normalized) is 0.122.